From a dataset of Full USPTO retrosynthesis dataset with 1.9M reactions from patents (1976-2016). Predict the reactants needed to synthesize the given product. (1) Given the product [NH3:8].[F:1][C:2]1[CH:7]=[CH:6][CH:5]=[CH:4][C:3]=1[N:8]([CH2:9][C:10]1[CH:11]=[C:12]([CH:17]=[CH:18][CH:19]=1)[C:13]([O:15][CH3:16])=[O:14])[C:21]([O:22][C@@H:23]1[CH:28]2[CH2:29][CH2:30][N:25]([CH2:26][CH2:27]2)[CH2:24]1)=[O:31], predict the reactants needed to synthesize it. The reactants are: [F:1][C:2]1[CH:7]=[CH:6][CH:5]=[CH:4][C:3]=1[NH:8][CH2:9][C:10]1[CH:11]=[C:12]([CH:17]=[CH:18][CH:19]=1)[C:13]([O:15][CH3:16])=[O:14].Cl.[C:21](Cl)(=[O:31])[O:22][C@@H:23]1[CH:28]2[CH2:29][CH2:30][N:25]([CH2:26][CH2:27]2)[CH2:24]1.C(Cl)(=O)O[C@@H]1C2CCN(CC2)C1. (2) Given the product [Cl:1][C:2]1[S:6][C:5]([C:7]2[C:11]([C:12]3[CH:17]=[CH:16][N:15]=[C:14]([S:34]([CH3:24])(=[O:37])=[O:35])[N:13]=3)=[CH:10][N:9]([CH:20]([CH3:21])[CH3:22])[N:8]=2)=[CH:4][CH:3]=1, predict the reactants needed to synthesize it. The reactants are: [Cl:1][C:2]1[S:6][C:5]([C:7]2[C:11]([C:12]3[CH:17]=[CH:16][N:15]=[C:14](SC)[N:13]=3)=[CH:10][N:9]([CH:20]([CH3:22])[CH3:21])[N:8]=2)=[CH:4][CH:3]=1.Cl[C:24]1C=CC=C(C(OO)=O)C=1.[S:34]([O-:37])([O-])=[O:35].[Na+].[Na+]. (3) Given the product [Cl-:10].[CH2:1]([N+:3]([CH2:5][CH3:6])([CH3:4])[CH2:9][O:8][CH3:7])[CH3:2], predict the reactants needed to synthesize it. The reactants are: [CH2:1]([NH+:3]([CH2:5][CH3:6])[CH3:4])[CH3:2].[CH3:7][O:8][CH2:9][Cl:10]. (4) Given the product [C:11]1([CH2:7][C:8]([O:50][CH2:49][CH2:41][O:40][CH2:39][CH2:38][O:45][C:44](=[O:46])[C:43]2[CH:42]=[C:41]([O:40][CH2:39][CH2:38][CH2:37][CH2:36][C:35]([F:110])([F:111])[C:34]([F:112])([F:113])[C:33]([F:114])([F:115])[C:32]([F:116])([F:117])[C:31]([F:118])([F:119])[C:30]([F:120])([F:121])[C:29]([F:122])([F:123])[C:28]([F:124])([F:125])[F:27])[C:49]([O:50][CH2:51][CH2:52][CH2:53][CH2:54][C:55]([F:78])([F:79])[C:56]([F:77])([F:76])[C:57]([F:75])([F:74])[C:58]([F:73])([F:72])[C:59]([F:71])([F:70])[C:60]([F:69])([F:68])[C:61]([F:67])([F:66])[C:62]([F:65])([F:64])[F:63])=[C:48]([O:80][CH2:81][CH2:82][CH2:83][CH2:84][C:85]([F:108])([F:109])[C:86]([F:106])([F:107])[C:87]([F:104])([F:105])[C:88]([F:102])([F:103])[C:89]([F:101])([F:100])[C:90]([F:99])([F:98])[C:91]([F:97])([F:96])[C:92]([F:95])([F:94])[F:93])[CH:47]=2)=[O:9])[C:24]2[C:25]3=[C:26]4[C:21](=[CH:22][CH:23]=2)[CH:20]=[CH:19][CH:18]=[C:17]4[CH:16]=[CH:15][C:14]3=[CH:13][CH:12]=1, predict the reactants needed to synthesize it. The reactants are: OCCOCC[CH:7]([C:11]1[C:24]2[C:25]3=[C:26]4[C:21](=[CH:22][CH:23]=2)[CH:20]=[CH:19][CH:18]=[C:17]4[CH:16]=[CH:15][C:14]3=[CH:13][CH:12]=1)[C:8]([O-])=[O:9].[F:27][C:28]([F:125])([F:124])[C:29]([F:123])([F:122])[C:30]([F:121])([F:120])[C:31]([F:119])([F:118])[C:32]([F:117])([F:116])[C:33]([F:115])([F:114])[C:34]([F:113])([F:112])[C:35]([F:111])([F:110])[CH2:36][CH2:37][CH2:38][CH2:39][O:40][C:41]1[CH:42]=[C:43]([CH:47]=[C:48]([O:80][CH2:81][CH2:82][CH2:83][CH2:84][C:85]([F:109])([F:108])[C:86]([F:107])([F:106])[C:87]([F:105])([F:104])[C:88]([F:103])([F:102])[C:89]([F:101])([F:100])[C:90]([F:99])([F:98])[C:91]([F:97])([F:96])[C:92]([F:95])([F:94])[F:93])[C:49]=1[O:50][CH2:51][CH2:52][CH2:53][CH2:54][C:55]([F:79])([F:78])[C:56]([F:77])([F:76])[C:57]([F:75])([F:74])[C:58]([F:73])([F:72])[C:59]([F:71])([F:70])[C:60]([F:69])([F:68])[C:61]([F:67])([F:66])[C:62]([F:65])([F:64])[F:63])[C:44]([OH:46])=[O:45].